From a dataset of Full USPTO retrosynthesis dataset with 1.9M reactions from patents (1976-2016). Predict the reactants needed to synthesize the given product. Given the product [CH3:1][N:2]([S:26]([C:29]1[S:30][CH:31]=[CH:32][CH:33]=1)(=[O:28])=[O:27])[C:3]1[CH:4]=[C:5]([O:21][C:22]([F:24])([F:25])[F:23])[CH:6]=[C:7]2[C:11]=1[NH:10][C:9]([C:12]1[S:13][CH:14]([CH2:17][C:18]([NH2:36])=[O:20])[CH2:15][N:16]=1)=[CH:8]2, predict the reactants needed to synthesize it. The reactants are: [CH3:1][N:2]([S:26]([C:29]1[S:30][CH:31]=[CH:32][CH:33]=1)(=[O:28])=[O:27])[C:3]1[CH:4]=[C:5]([O:21][C:22]([F:25])([F:24])[F:23])[CH:6]=[C:7]2[C:11]=1[NH:10][C:9]([C:12]1[S:13][CH:14]([CH2:17][C:18]([OH:20])=O)[CH2:15][N:16]=1)=[CH:8]2.Cl.C[N:36](C)CCCN=C=NCC.CN(C)C=O.